This data is from Full USPTO retrosynthesis dataset with 1.9M reactions from patents (1976-2016). The task is: Predict the reactants needed to synthesize the given product. Given the product [CH2:1]([N:5]1[C:9]([CH2:24][OH:25])=[C:8]([C:10]2[CH:15]=[CH:14][C:13]([O:16][CH3:17])=[CH:12][CH:11]=2)[N:7]=[C:6]1[C:18]1[CH:19]=[CH:20][CH:21]=[CH:22][CH:23]=1)[CH2:2][CH2:3][CH3:4], predict the reactants needed to synthesize it. The reactants are: [CH2:1]([N:5]1[CH:9]=[C:8]([C:10]2[CH:15]=[CH:14][C:13]([O:16][CH3:17])=[CH:12][CH:11]=2)[N:7]=[C:6]1[C:18]1[CH:23]=[CH:22][CH:21]=[CH:20][CH:19]=1)[CH2:2][CH2:3][CH3:4].[CH2:24]=[O:25].